Dataset: Reaction yield outcomes from USPTO patents with 853,638 reactions. Task: Predict the reaction yield, written as a fraction of the theoretical maximum amount of product (1.0 means a 100% yield; for example, 0.34 means a 34% yield). (1) The reactants are [CH3:1][O:2][C:3]1[CH:4]=[C:5]2[C:10](=[CH:11][C:12]=1[O:13][CH3:14])[N:9]=[CH:8][CH:7]=[C:6]2[O:15][C:16]1[CH:22]=[CH:21][C:19]([NH2:20])=[CH:18][CH:17]=1.Cl[C:24](Cl)([O:26][C:27](=[O:33])OC(Cl)(Cl)Cl)Cl.[C:35]1([C:41]2[CH:46]=[CH:45]C(O)=[CH:43][CH:42]=2)[CH:40]=[CH:39][CH:38]=[CH:37][CH:36]=1.C(=O)(O)[O-].[Na+]. The catalyst is C(Cl)Cl.C(N(CC)CC)C.C1(C)C=CC=CC=1. The product is [CH3:1][O:2][C:3]1[CH:4]=[C:5]2[C:10](=[CH:11][C:12]=1[O:13][CH3:14])[N:9]=[CH:8][CH:7]=[C:6]2[O:15][C:16]1[CH:22]=[CH:21][C:19]([NH:20][C:27](=[O:33])[O:26][C:24]2[CH:43]=[CH:42][C:41]([C:35]3[CH:40]=[CH:39][CH:38]=[CH:37][CH:36]=3)=[CH:46][CH:45]=2)=[CH:18][CH:17]=1. The yield is 0.320. (2) The reactants are [CH3:1][C:2]([O:5][C:6]([N:8]([CH3:14])[CH2:9][CH2:10][C:11]([OH:13])=O)=[O:7])([CH3:4])[CH3:3].C(N1CCOCC1)C.C1C=C2N=NN(O)C2=CC=1.O.C(Cl)CCl.FC(F)(F)C(O)=O.[CH3:45][CH:46]([O:48][C:49]1[CH:56]=[CH:55][C:54]([C:57]2[O:61][N:60]=[C:59]([C:62]3[C:63]([CH3:72])=[C:64]4[C:69](=[CH:70][CH:71]=3)[CH2:68][NH:67][CH2:66][CH2:65]4)[N:58]=2)=[CH:53][C:50]=1[C:51]#[N:52])[CH3:47]. The catalyst is CN(C=O)C.C(=O)([O-])O.[Na+]. The product is [C:51]([C:50]1[CH:53]=[C:54]([C:57]2[O:61][N:60]=[C:59]([C:62]3[C:63]([CH3:72])=[C:64]4[C:69](=[CH:70][CH:71]=3)[CH2:68][N:67]([C:11](=[O:13])[CH2:10][CH2:9][N:8]([CH3:14])[C:6](=[O:7])[O:5][C:2]([CH3:1])([CH3:3])[CH3:4])[CH2:66][CH2:65]4)[N:58]=2)[CH:55]=[CH:56][C:49]=1[O:48][CH:46]([CH3:47])[CH3:45])#[N:52]. The yield is 0.880.